From a dataset of Catalyst prediction with 721,799 reactions and 888 catalyst types from USPTO. Predict which catalyst facilitates the given reaction. Reactant: [C:1]([NH:5][S:6]([C:9]1[O:10][C:11]([C:14]2[N:19]=[C:18](S(C)=O)[C:17]([Cl:23])=[CH:16][N:15]=2)=[CH:12][CH:13]=1)(=[O:8])=[O:7])([CH3:4])([CH3:3])[CH3:2].[CH:24]1([C:27]2[NH:31][N:30]=[C:29]([NH2:32])[CH:28]=2)[CH2:26][CH2:25]1. Product: [C:1]([NH:5][S:6]([C:9]1[O:10][C:11]([C:14]2[N:19]=[C:18]([NH:32][C:29]3[CH:28]=[C:27]([CH:24]4[CH2:26][CH2:25]4)[NH:31][N:30]=3)[C:17]([Cl:23])=[CH:16][N:15]=2)=[CH:12][CH:13]=1)(=[O:8])=[O:7])([CH3:4])([CH3:3])[CH3:2]. The catalyst class is: 51.